From a dataset of NCI-60 drug combinations with 297,098 pairs across 59 cell lines. Regression. Given two drug SMILES strings and cell line genomic features, predict the synergy score measuring deviation from expected non-interaction effect. (1) Drug 1: C1=C(C(=O)NC(=O)N1)N(CCCl)CCCl. Drug 2: COC1=NC(=NC2=C1N=CN2C3C(C(C(O3)CO)O)O)N. Cell line: PC-3. Synergy scores: CSS=19.7, Synergy_ZIP=0.0902, Synergy_Bliss=1.36, Synergy_Loewe=-0.551, Synergy_HSA=2.13. (2) Drug 1: CCC1(CC2CC(C3=C(CCN(C2)C1)C4=CC=CC=C4N3)(C5=C(C=C6C(=C5)C78CCN9C7C(C=CC9)(C(C(C8N6C)(C(=O)OC)O)OC(=O)C)CC)OC)C(=O)OC)O.OS(=O)(=O)O. Drug 2: CC1CCCC2(C(O2)CC(NC(=O)CC(C(C(=O)C(C1O)C)(C)C)O)C(=CC3=CSC(=N3)C)C)C. Cell line: HL-60(TB). Synergy scores: CSS=69.6, Synergy_ZIP=0.0736, Synergy_Bliss=-0.0471, Synergy_Loewe=2.48, Synergy_HSA=2.53. (3) Drug 1: CN(CC1=CN=C2C(=N1)C(=NC(=N2)N)N)C3=CC=C(C=C3)C(=O)NC(CCC(=O)O)C(=O)O. Drug 2: N.N.Cl[Pt+2]Cl. Cell line: OVCAR-8. Synergy scores: CSS=69.2, Synergy_ZIP=-10.9, Synergy_Bliss=-8.59, Synergy_Loewe=-5.92, Synergy_HSA=-3.78. (4) Drug 1: C1=NC2=C(N1)C(=S)N=C(N2)N. Drug 2: COC1=C2C(=CC3=C1OC=C3)C=CC(=O)O2. Cell line: DU-145. Synergy scores: CSS=30.7, Synergy_ZIP=0.396, Synergy_Bliss=-1.42, Synergy_Loewe=-14.7, Synergy_HSA=-1.46. (5) Drug 1: CC1OCC2C(O1)C(C(C(O2)OC3C4COC(=O)C4C(C5=CC6=C(C=C35)OCO6)C7=CC(=C(C(=C7)OC)O)OC)O)O. Drug 2: C1CNP(=O)(OC1)N(CCCl)CCCl. Cell line: OVCAR-8. Synergy scores: CSS=22.1, Synergy_ZIP=-3.08, Synergy_Bliss=-2.42, Synergy_Loewe=-36.9, Synergy_HSA=-2.82. (6) Drug 1: C1CC(=O)NC(=O)C1N2CC3=C(C2=O)C=CC=C3N. Drug 2: CC(C)(C#N)C1=CC(=CC(=C1)CN2C=NC=N2)C(C)(C)C#N. Cell line: NCI-H226. Synergy scores: CSS=1.84, Synergy_ZIP=-1.93, Synergy_Bliss=-3.40, Synergy_Loewe=-1.17, Synergy_HSA=-1.93. (7) Drug 1: COC1=NC(=NC2=C1N=CN2C3C(C(C(O3)CO)O)O)N. Drug 2: CCN(CC)CCCC(C)NC1=C2C=C(C=CC2=NC3=C1C=CC(=C3)Cl)OC. Cell line: UACC-257. Synergy scores: CSS=4.57, Synergy_ZIP=0.534, Synergy_Bliss=3.81, Synergy_Loewe=-0.654, Synergy_HSA=1.69. (8) Drug 1: CCN(CC)CCCC(C)NC1=C2C=C(C=CC2=NC3=C1C=CC(=C3)Cl)OC. Drug 2: C1CNP(=O)(OC1)N(CCCl)CCCl. Cell line: COLO 205. Synergy scores: CSS=45.5, Synergy_ZIP=2.83, Synergy_Bliss=-1.08, Synergy_Loewe=-54.8, Synergy_HSA=-3.07.